Dataset: Reaction yield outcomes from USPTO patents with 853,638 reactions. Task: Predict the reaction yield, written as a fraction of the theoretical maximum amount of product (1.0 means a 100% yield; for example, 0.34 means a 34% yield). (1) The reactants are [C:1]([O:5][C:6]([N:8]1[CH2:13][CH2:12][CH:11]([O:14][C:15]2[CH:20]=[CH:19][C:18]([C:21](=[O:30])[CH:22]([CH3:29])[CH2:23][C:24]([O:26]CC)=[O:25])=[CH:17][CH:16]=2)[CH2:10][CH2:9]1)=[O:7])([CH3:4])([CH3:3])[CH3:2].[OH-].[Na+]. The catalyst is CO. The product is [C:1]([O:5][C:6]([N:8]1[CH2:13][CH2:12][CH:11]([O:14][C:15]2[CH:16]=[CH:17][C:18]([C:21](=[O:30])[CH:22]([CH3:29])[CH2:23][C:24]([OH:26])=[O:25])=[CH:19][CH:20]=2)[CH2:10][CH2:9]1)=[O:7])([CH3:4])([CH3:2])[CH3:3]. The yield is 0.810. (2) The reactants are [C:1]([O:5][C:6](=[O:20])[CH2:7][CH2:8][S:9][CH2:10][C:11]1[CH:12]=[C:13]([CH:17]=[CH:18][CH:19]=1)[C:14]([OH:16])=O)([CH3:4])([CH3:3])[CH3:2].CCN=C=NCCCN(C)C.Cl.[NH2:33][C:34]1[CH:39]=[CH:38][C:37]([N:40]2[CH2:45][CH2:44][CH2:43][CH2:42][CH2:41]2)=[CH:36][C:35]=1[C:46]1[N:51]=[CH:50][N:49]=[C:48]([NH:52][CH2:53][C:54]2[CH:59]=[CH:58][CH:57]=[C:56]([CH3:60])[CH:55]=2)[CH:47]=1. The catalyst is ClCCl.CN(C)C1C=CN=CC=1. The product is [N:40]1([C:37]2[CH:38]=[CH:39][C:34]([NH:33][C:14]([C:13]3[CH:12]=[C:11]([CH:19]=[CH:18][CH:17]=3)[CH2:10][S:9][CH2:8][CH2:7][C:6]([O:5][C:1]([CH3:2])([CH3:3])[CH3:4])=[O:20])=[O:16])=[C:35]([C:46]3[CH:47]=[C:48]([NH:52][CH2:53][C:54]4[CH:59]=[CH:58][CH:57]=[C:56]([CH3:60])[CH:55]=4)[N:49]=[CH:50][N:51]=3)[CH:36]=2)[CH2:41][CH2:42][CH2:43][CH2:44][CH2:45]1. The yield is 0.570. (3) The reactants are [OH:1][C:2]1[C:9]([O:10][CH3:11])=[CH:8][C:5]([CH:6]=[O:7])=[CH:4][C:3]=1[O:12][CH3:13].C([O-])([O-])=O.[Cs+].[Cs+].Br[CH2:21][CH2:22][CH:23]([CH3:25])[CH3:24].O. The catalyst is CN(C=O)C. The product is [CH2:21]([O:1][C:2]1[C:3]([O:12][CH3:13])=[CH:4][C:5]([CH:6]=[O:7])=[CH:8][C:9]=1[O:10][CH3:11])[CH2:22][CH:23]([CH3:25])[CH3:24]. The yield is 0.780. (4) The reactants are [N:1]12[CH2:8][CH2:7][CH:4]([CH2:5][CH2:6]1)[C@@H:3]([OH:9])[CH2:2]2.[H-].[Na+].[N:12]([C:15]([C:18]1[CH:23]=[CH:22][CH:21]=[C:20]([C:24]([CH3:26])=[CH2:25])[CH:19]=1)([CH3:17])[CH3:16])=[C:13]=[O:14]. The catalyst is C1COCC1. The product is [CH2:25]=[C:24]([C:20]1[CH:19]=[C:18]([C:15]([NH:12][C:13](=[O:14])[O:9][C@@H:3]2[CH:4]3[CH2:7][CH2:8][N:1]([CH2:6][CH2:5]3)[CH2:2]2)([CH3:17])[CH3:16])[CH:23]=[CH:22][CH:21]=1)[CH3:26]. The yield is 0.950. (5) The reactants are ClC(OCC)=O.[Br:7][C:8]([CH3:19])([CH3:18])[C:9]([NH:11][C:12]([CH3:17])([CH3:16])[C:13]([OH:15])=[O:14])=O.C(N(CC)CC)C. The catalyst is CC(C)=O. The product is [Br:7][C:8]([C:9]1[O:14][C:13](=[O:15])[C:12]([CH3:17])([CH3:16])[N:11]=1)([CH3:19])[CH3:18]. The yield is 0.980.